Regression/Classification. Given a drug SMILES string, predict its absorption, distribution, metabolism, or excretion properties. Task type varies by dataset: regression for continuous measurements (e.g., permeability, clearance, half-life) or binary classification for categorical outcomes (e.g., BBB penetration, CYP inhibition). For this dataset (solubility_aqsoldb), we predict Y. From a dataset of Aqueous solubility values for 9,982 compounds from the AqSolDB database. (1) The drug is CC(N)CN. The Y is 1.13 log mol/L. (2) The compound is O=[N+]([O-])c1ccc(Nc2ccc(Nc3ccccc3)c(S(=O)(=O)[O-])c2)c([N+](=O)[O-])c1.[Na+]. The Y is -2.20 log mol/L. (3) The molecule is CN1C2CCC1CC(OC(=O)c1ccccc1)C2. The Y is -2.37 log mol/L.